This data is from Forward reaction prediction with 1.9M reactions from USPTO patents (1976-2016). The task is: Predict the product of the given reaction. (1) The product is: [NH:28]1[C:20]([CH2:19][C:12]2[C:13]3[C:18](=[CH:17][CH:16]=[CH:15][CH:14]=3)[N:10]([CH2:9][C:8]3[C:4]4[CH:3]=[C:2]([Cl:1])[CH:23]=[CH:22][C:5]=4[S:6][CH:7]=3)[CH:11]=2)=[N:21][N:30]=[N:29]1. Given the reactants [Cl:1][C:2]1[CH:23]=[CH:22][C:5]2[S:6][CH:7]=[C:8]([CH2:9][N:10]3[C:18]4[C:13](=[CH:14][CH:15]=[CH:16][CH:17]=4)[C:12]([CH2:19][C:20]#[N:21])=[CH:11]3)[C:4]=2[CH:3]=1.[Si]([N:28]=[N+:29]=[N-:30])(C)(C)C, predict the reaction product. (2) Given the reactants [C:1]([Sn:3]([CH2:12][CH2:13][CH2:14][CH3:15])([CH2:8][CH2:9][CH2:10][CH3:11])[CH2:4][CH2:5][CH2:6][CH3:7])#[CH:2].[N:16]([CH2:19][C:20]([O:22][CH3:23])=[O:21])=[N+:17]=[N-:18], predict the reaction product. The product is: [CH3:23][O:22][C:20](=[O:21])[CH2:19][N:16]1[CH:2]=[C:1]([Sn:3]([CH2:8][CH2:9][CH2:10][CH3:11])([CH2:4][CH2:5][CH2:6][CH3:7])[CH2:12][CH2:13][CH2:14][CH3:15])[N:18]=[N:17]1. (3) Given the reactants [Br:1][C:2]1[C:11]2[C:6](=[CH:7][CH:8]=[C:9]([C:12]([C:14]3[CH:19]=[CH:18][C:17]([Cl:20])=[CH:16][CH:15]=3)=[O:13])[CH:10]=2)[N:5]=[C:4]([O:21][C:22]([CH3:25])([CH3:24])[CH3:23])[CH:3]=1.[Cl:26][C:27]1[CH:32]=[CH:31][C:30]([Mg]Br)=[CH:29][CH:28]=1, predict the reaction product. The product is: [Br:1][C:2]1[C:11]2[C:6](=[CH:7][CH:8]=[C:9]([C:12]([C:30]3[CH:31]=[CH:32][C:27]([Cl:26])=[CH:28][CH:29]=3)([C:14]3[CH:19]=[CH:18][C:17]([Cl:20])=[CH:16][CH:15]=3)[OH:13])[CH:10]=2)[N:5]=[C:4]([O:21][C:22]([CH3:25])([CH3:24])[CH3:23])[CH:3]=1. (4) The product is: [NH2:15][C:6]1[C:5]2=[N:4][N:3]([CH2:30][CH2:31][CH3:32])[C:2]([CH2:1][C:41]3([OH:44])[CH2:42][CH2:43][O:38][CH2:39][CH2:40]3)=[C:14]2[C:13]2[CH:12]=[CH:11][CH:10]=[CH:9][C:8]=2[N:7]=1. Given the reactants [CH3:1][C:2]1[N:3]([CH2:30][CH2:31][CH3:32])[N:4]=[C:5]2[C:14]=1[C:13]1[CH:12]=[CH:11][CH:10]=[CH:9][C:8]=1[N:7]=[C:6]2[N:15](C(OC(C)(C)C)=O)C(OC(C)(C)C)=O.C([Li])(C)(C)C.[O:38]1[CH2:43][CH2:42][C:41](=[O:44])[CH2:40][CH2:39]1.[Cl-].[NH4+], predict the reaction product. (5) Given the reactants [N+:1]([C:4]1[CH:5]=[CH:6][C:7]([CH2:10][OH:11])=[N:8][CH:9]=1)([O-:3])=[O:2].N1C=CN=C1.[CH3:17][C:18]([Si:21](Cl)([CH3:23])[CH3:22])([CH3:20])[CH3:19], predict the reaction product. The product is: [Si:21]([O:11][CH2:10][C:7]1[CH:6]=[CH:5][C:4]([N+:1]([O-:3])=[O:2])=[CH:9][N:8]=1)([C:18]([CH3:20])([CH3:19])[CH3:17])([CH3:23])[CH3:22]. (6) Given the reactants [C:1]1([C:7]2[N:8]=[C:9]([C:12]3[C:16]([C:17](O)=[O:18])=[CH:15][N:14]([CH2:20][O:21][CH2:22][CH2:23][Si:24]([CH3:27])([CH3:26])[CH3:25])[N:13]=3)[S:10][CH:11]=2)[CH:6]=[CH:5][CH:4]=[CH:3][CH:2]=1.[CH3:28][C:29]([NH2:32])([CH3:31])[CH3:30].Cl.CN(C)CCCN=C=NCC.C1C=CC2N(O)N=NC=2C=1, predict the reaction product. The product is: [C:29]([NH:32][C:17]([C:16]1[C:12]([C:9]2[S:10][CH:11]=[C:7]([C:1]3[CH:6]=[CH:5][CH:4]=[CH:3][CH:2]=3)[N:8]=2)=[N:13][N:14]([CH2:20][O:21][CH2:22][CH2:23][Si:24]([CH3:25])([CH3:27])[CH3:26])[CH:15]=1)=[O:18])([CH3:31])([CH3:30])[CH3:28].